The task is: Regression. Given two drug SMILES strings and cell line genomic features, predict the synergy score measuring deviation from expected non-interaction effect.. This data is from NCI-60 drug combinations with 297,098 pairs across 59 cell lines. Drug 1: C1CN1C2=NC(=NC(=N2)N3CC3)N4CC4. Drug 2: CN(C)C1=NC(=NC(=N1)N(C)C)N(C)C. Cell line: NCI-H460. Synergy scores: CSS=49.6, Synergy_ZIP=3.77, Synergy_Bliss=1.43, Synergy_Loewe=0.897, Synergy_HSA=1.03.